Dataset: Reaction yield outcomes from USPTO patents with 853,638 reactions. Task: Predict the reaction yield, written as a fraction of the theoretical maximum amount of product (1.0 means a 100% yield; for example, 0.34 means a 34% yield). The product is [CH2:18]([O:9][C:3]1[CH:4]=[CH:5][C:6]([Cl:8])=[CH:7][C:2]=1[Br:1])[CH:17]=[CH2:16]. The catalyst is CN(C=O)C. The reactants are [Br:1][C:2]1[CH:7]=[C:6]([Cl:8])[CH:5]=[CH:4][C:3]=1[OH:9].C(=O)([O-])[O-].[K+].[K+].[CH2:16](Br)[CH:17]=[CH2:18]. The yield is 1.00.